From a dataset of Forward reaction prediction with 1.9M reactions from USPTO patents (1976-2016). Predict the product of the given reaction. (1) Given the reactants [NH:1]1[C:9]2[C:4](=[CH:5][CH:6]=[CH:7][CH:8]=2)[CH2:3][C:2]1=[O:10].[CH3:11][N:12]1[CH:16]=[CH:15][N:14]=[C:13]1/[CH:17]=[CH:18]/[C:19]1[C:27]2[C:22](=[CH:23][C:24]([CH:28]=O)=[CH:25][CH:26]=2)[N:21]([CH2:30][O:31][CH2:32][CH2:33][Si:34]([CH3:37])([CH3:36])[CH3:35])[N:20]=1, predict the reaction product. The product is: [CH3:11][N:12]1[CH:16]=[CH:15][N:14]=[C:13]1/[CH:17]=[CH:18]/[C:19]1[C:27]2[C:22](=[CH:23][C:24](/[CH:28]=[C:3]3/[C:2](=[O:10])[NH:1][C:9]4[C:4]/3=[CH:5][CH:6]=[CH:7][CH:8]=4)=[CH:25][CH:26]=2)[N:21]([CH2:30][O:31][CH2:32][CH2:33][Si:34]([CH3:37])([CH3:35])[CH3:36])[N:20]=1. (2) The product is: [F:33][C:34]1[CH:39]=[CH:38][CH:37]=[CH:36][C:35]=1[O:40][C:2]1[N:7]=[CH:6][C:5]([C:8]([N:10]([CH3:32])[C:11]2[CH:16]=[CH:15][C:14]([CH2:17][N:18]3[CH2:23][CH2:22][N:21]([C:24]([O:26][C:27]([CH3:30])([CH3:29])[CH3:28])=[O:25])[C@@H:20]([CH3:31])[CH2:19]3)=[CH:13][CH:12]=2)=[O:9])=[CH:4][CH:3]=1. Given the reactants Cl[C:2]1[N:7]=[CH:6][C:5]([C:8]([N:10]([CH3:32])[C:11]2[CH:16]=[CH:15][C:14]([CH2:17][N:18]3[CH2:23][CH2:22][N:21]([C:24]([O:26][C:27]([CH3:30])([CH3:29])[CH3:28])=[O:25])[C@@H:20]([CH3:31])[CH2:19]3)=[CH:13][CH:12]=2)=[O:9])=[CH:4][CH:3]=1.[F:33][C:34]1[CH:39]=[CH:38][CH:37]=[CH:36][C:35]=1[OH:40].C(=O)([O-])[O-].[K+].[K+], predict the reaction product.